Dataset: Forward reaction prediction with 1.9M reactions from USPTO patents (1976-2016). Task: Predict the product of the given reaction. Given the reactants [C:1](OC(=O)C)(=[O:3])[CH3:2].[CH3:8][C:9]1[CH:30]=[CH:29][C:28]([CH3:31])=[CH:27][C:10]=1[O:11][CH2:12][C:13]1[CH:18]=[CH:17][CH:16]=[CH:15][C:14]=1/[C:19](=[CH:24]\[O:25][CH3:26])/[C:20]([O:22][CH3:23])=[O:21].[OH-].[Na+], predict the reaction product. The product is: [C:1]([C:29]1[C:28]([CH3:31])=[CH:27][C:10]([O:11][CH2:12][C:13]2[CH:18]=[CH:17][CH:16]=[CH:15][C:14]=2/[C:19](=[CH:24]\[O:25][CH3:26])/[C:20]([O:22][CH3:23])=[O:21])=[C:9]([CH3:8])[CH:30]=1)(=[O:3])[CH3:2].